Dataset: Full USPTO retrosynthesis dataset with 1.9M reactions from patents (1976-2016). Task: Predict the reactants needed to synthesize the given product. Given the product [ClH:29].[CH2:26]([C:11]1([C:14]([C:16]2[CH:25]=[CH:24][C:23]3[C:18](=[CH:19][CH:20]=[CH:21][CH:22]=3)[N:17]=2)=[O:15])[CH2:12][CH2:13][NH:8][CH2:9][CH2:10]1)[CH2:27][CH3:28], predict the reactants needed to synthesize it. The reactants are: C(OC([N:8]1[CH2:13][CH2:12][C:11]([CH2:26][CH2:27][CH3:28])([C:14]([C:16]2[CH:25]=[CH:24][C:23]3[C:18](=[CH:19][CH:20]=[CH:21][CH:22]=3)[N:17]=2)=[O:15])[CH2:10][CH2:9]1)=O)(C)(C)C.[ClH:29].